From a dataset of NCI-60 drug combinations with 297,098 pairs across 59 cell lines. Regression. Given two drug SMILES strings and cell line genomic features, predict the synergy score measuring deviation from expected non-interaction effect. (1) Drug 1: C1CC(=O)NC(=O)C1N2CC3=C(C2=O)C=CC=C3N. Drug 2: CN(CCCl)CCCl.Cl. Cell line: SK-MEL-5. Synergy scores: CSS=9.04, Synergy_ZIP=1.58, Synergy_Bliss=7.46, Synergy_Loewe=-4.86, Synergy_HSA=2.78. (2) Drug 1: C1=CC(=C2C(=C1NCCNCCO)C(=O)C3=C(C=CC(=C3C2=O)O)O)NCCNCCO. Drug 2: N.N.Cl[Pt+2]Cl. Cell line: NCI-H460. Synergy scores: CSS=12.3, Synergy_ZIP=-9.56, Synergy_Bliss=-18.9, Synergy_Loewe=-48.7, Synergy_HSA=-19.5. (3) Drug 1: CNC(=O)C1=CC=CC=C1SC2=CC3=C(C=C2)C(=NN3)C=CC4=CC=CC=N4. Cell line: HOP-62. Synergy scores: CSS=-7.75, Synergy_ZIP=2.20, Synergy_Bliss=-1.88, Synergy_Loewe=-6.01, Synergy_HSA=-6.20. Drug 2: CC1=C(C(CCC1)(C)C)C=CC(=CC=CC(=CC(=O)O)C)C.